From a dataset of Forward reaction prediction with 1.9M reactions from USPTO patents (1976-2016). Predict the product of the given reaction. (1) Given the reactants [CH3:1][S:2]([C:5]1[CH:10]=[CH:9][C:8](/[CH:11]=[CH:12]/[CH3:13])=[C:7]([N+:14]([O-])=O)[CH:6]=1)(=[O:4])=[O:3], predict the reaction product. The product is: [CH3:1][S:2]([C:5]1[CH:10]=[CH:9][C:8](/[CH:11]=[CH:12]/[CH3:13])=[C:7]([CH:6]=1)[NH2:14])(=[O:3])=[O:4]. (2) Given the reactants [CH3:1][O:2][C:3]([C:5]1[S:6][C:7]([C:27]#[C:28][C:29]([CH3:32])([CH3:31])[CH3:30])=[CH:8][C:9]=1[N:10]([CH:20]1[CH2:25][CH2:24][CH:23](O)[CH2:22][CH2:21]1)[C:11]([CH:13]1[CH2:18][CH2:17][CH:16]([CH3:19])[CH2:15][CH2:14]1)=[O:12])=[O:4].[CH3:33][N:34]1[CH:38]=[N:37][N:36]=[C:35]1[SH:39].C1(P(C2C=CC=CC=2)C2C=CC=CC=2)C=CC=CC=1.CC(OC(/N=N/C(OC(C)C)=O)=O)C.C(N(CC)CC)C, predict the reaction product. The product is: [CH3:1][O:2][C:3]([C:5]1[S:6][C:7]([C:27]#[C:28][C:29]([CH3:30])([CH3:32])[CH3:31])=[CH:8][C:9]=1[N:10]([C:11]([CH:13]1[CH2:18][CH2:17][CH:16]([CH3:19])[CH2:15][CH2:14]1)=[O:12])[CH:20]1[CH2:25][CH2:24][CH:23]([S:39][C:35]2[N:34]([CH3:33])[CH:38]=[N:37][N:36]=2)[CH2:22][CH2:21]1)=[O:4]. (3) Given the reactants [CH3:1][O:2][C:3](=[O:20])[CH2:4][CH2:5][CH2:6][CH2:7][CH2:8][CH2:9][CH2:10][CH2:11][CH2:12][CH2:13][CH2:14][CH2:15][CH2:16][CH2:17][CH2:18]Br.[CH2:21]([C:24]#[N:25])[C:22]#[N:23].C([O-])([O-])=O.[K+].[K+].Cl, predict the reaction product. The product is: [CH3:1][O:2][C:3](=[O:20])[CH2:4][CH2:5][CH2:6][CH2:7][CH2:8][CH2:9][CH2:10][CH2:11][CH2:12][CH2:13][CH2:14][CH2:15][CH2:16][CH2:17][CH2:18][CH:21]([C:24]#[N:25])[C:22]#[N:23]. (4) Given the reactants [OH:1][C:2]1[C:9]([CH3:10])=[C:8]([CH3:11])[C:5]([CH:6]=[O:7])=[C:4]([CH3:12])[C:3]=1[CH3:13].[H-].[Na+].Br[CH2:17][C:18]#[C:19][CH3:20].Cl, predict the reaction product. The product is: [CH2:17]([O:1][C:2]1[C:3]([CH3:13])=[C:4]([CH3:12])[C:5]([CH:6]=[O:7])=[C:8]([CH3:11])[C:9]=1[CH3:10])[C:18]#[C:19][CH3:20]. (5) Given the reactants Cl.[CH:2]1([NH:8][C:9]2[C:14]([CH3:15])=[C:13]([CH3:16])[N:12]=[C:11]([NH:17][CH2:18][C:19]3[CH:24]=[CH:23]C=C[N:20]=3)[N:10]=2)[CH2:7][CH2:6][CH2:5][CH2:4][CH2:3]1.[NH:25]1C(CN)=CC=N1, predict the reaction product. The product is: [CH:2]1([NH:8][C:9]2[C:14]([CH3:15])=[C:13]([CH3:16])[N:12]=[C:11]([NH:17][CH2:18][C:19]3[NH:20][N:25]=[CH:23][CH:24]=3)[N:10]=2)[CH2:3][CH2:4][CH2:5][CH2:6][CH2:7]1. (6) Given the reactants [CH2:1]([Sn:5]([CH2:14][CH2:15][CH2:16][CH3:17])([O:10]C(=O)C)[O:6][C:7](=[O:9])[CH3:8])[CH2:2][CH2:3][CH3:4].[CH2:18]([Sn:22](CCCC)([CH2:27][CH2:28][CH2:29][CH3:30])[O:23][C:24](=[O:26])[CH3:25])[CH2:19][CH2:20][CH3:21], predict the reaction product. The product is: [CH2:14]([Sn:5]([CH2:1][CH2:2][CH2:3][CH3:4])([O:6][C:7](=[O:9])[CH3:8])[O:10][Sn:22]([CH2:18][CH2:19][CH2:20][CH3:21])([CH2:27][CH2:28][CH2:29][CH3:30])[O:23][C:24](=[O:26])[CH3:25])[CH2:15][CH2:16][CH3:17].